This data is from Catalyst prediction with 721,799 reactions and 888 catalyst types from USPTO. The task is: Predict which catalyst facilitates the given reaction. (1) Product: [Cl:1][C:2]1[CH:7]=[CH:6][C:5]([CH:8]2[C:17]([CH3:19])([CH3:18])[CH2:16][C:15]3[C:10](=[CH:11][CH:12]=[C:13]([C:21]([O:23][CH3:24])=[O:22])[CH:14]=3)[NH:9]2)=[CH:4][C:3]=1[N+:25]([O-:27])=[O:26]. Reactant: [Cl:1][C:2]1[CH:7]=[CH:6][C:5]([CH:8]2[C:17]([CH3:19])([CH3:18])[CH:16](O)[C:15]3[C:10](=[CH:11][CH:12]=[C:13]([C:21]([O:23][CH3:24])=[O:22])[CH:14]=3)[NH:9]2)=[CH:4][C:3]=1[N+:25]([O-:27])=[O:26].C([SiH](CC)CC)C.FC(F)(F)C(O)=O.C(=O)(O)[O-].[Na+]. The catalyst class is: 4. (2) Reactant: [Br:1][C:2]1[CH:3]=[C:4]([OH:9])[CH:5]=[CH:6][C:7]=1[CH3:8].C(=O)([O-])[O-].[K+].[K+].CN(C)C=O.Br[CH2:22][CH:23]([O:27][CH2:28][CH3:29])[O:24][CH2:25][CH3:26]. Product: [Br:1][C:2]1[CH:3]=[C:4]([O:9][CH2:22][CH:23]([O:27][CH2:28][CH3:29])[O:24][CH2:25][CH3:26])[CH:5]=[CH:6][C:7]=1[CH3:8]. The catalyst class is: 6.